From a dataset of Full USPTO retrosynthesis dataset with 1.9M reactions from patents (1976-2016). Predict the reactants needed to synthesize the given product. Given the product [NH2:1][C:2]1[N:3]=[C:4]([C:21]2[CH:26]=[CH:25][CH:24]=[CH:23][CH:22]=2)[C:5]([C:11]2[CH:12]=[CH:13][C:14](=[O:20])[N:15]([CH:17]([CH3:19])[CH3:18])[N:16]=2)=[C:6]([N:27]2[CH2:32][CH2:31][CH2:30][CH2:29][CH2:28]2)[N:7]=1, predict the reactants needed to synthesize it. The reactants are: [NH2:1][C:2]1[N:7]=[C:6](S(C)=O)[C:5]([C:11]2[CH:12]=[CH:13][C:14](=[O:20])[N:15]([CH:17]([CH3:19])[CH3:18])[N:16]=2)=[C:4]([C:21]2[CH:26]=[CH:25][CH:24]=[CH:23][CH:22]=2)[N:3]=1.[NH:27]1[CH2:32][CH2:31][CH2:30][CH2:29][CH2:28]1.